Dataset: NCI-60 drug combinations with 297,098 pairs across 59 cell lines. Task: Regression. Given two drug SMILES strings and cell line genomic features, predict the synergy score measuring deviation from expected non-interaction effect. Drug 1: C1=CC(=CC=C1C#N)C(C2=CC=C(C=C2)C#N)N3C=NC=N3. Drug 2: C1=NC2=C(N=C(N=C2N1C3C(C(C(O3)CO)O)O)F)N. Cell line: MCF7. Synergy scores: CSS=-5.40, Synergy_ZIP=5.45, Synergy_Bliss=7.46, Synergy_Loewe=-5.25, Synergy_HSA=-4.70.